From a dataset of Full USPTO retrosynthesis dataset with 1.9M reactions from patents (1976-2016). Predict the reactants needed to synthesize the given product. (1) Given the product [C:18]([O:21][C:22](=[O:23])[NH:2][CH2:3][C:4]1[CH:9]=[CH:8][C:7]([OH:10])=[C:6]([OH:11])[CH:5]=1)([CH3:20])([CH3:19])[CH3:17], predict the reactants needed to synthesize it. The reactants are: Br.[NH2:2][CH2:3][C:4]1[CH:5]=[C:6]([OH:11])[C:7]([OH:10])=[CH:8][CH:9]=1.C([O-])(O)=O.[Na+].[CH3:17][C:18]([O:21][C:22](O[C:22]([O:21][C:18]([CH3:20])([CH3:19])[CH3:17])=[O:23])=[O:23])([CH3:20])[CH3:19]. (2) The reactants are: [Si:1]([O:8][C@H:9]([C@@H:18]([O:30][Si:31]([C:34]([CH3:37])([CH3:36])[CH3:35])([CH3:33])[CH3:32])[CH2:19][C@@H:20]([O:22][Si:23]([C:26]([CH3:29])([CH3:28])[CH3:27])([CH3:25])[CH3:24])[CH3:21])/[CH:10]=[C:11](\[CH3:17])/[C:12](OCC)=[O:13])([C:4]([CH3:7])([CH3:6])[CH3:5])([CH3:3])[CH3:2].CC(C[AlH]CC(C)C)C. Given the product [Si:1]([O:8][C@H:9]([C@@H:18]([O:30][Si:31]([C:34]([CH3:35])([CH3:37])[CH3:36])([CH3:32])[CH3:33])[CH2:19][C@@H:20]([O:22][Si:23]([C:26]([CH3:29])([CH3:28])[CH3:27])([CH3:24])[CH3:25])[CH3:21])/[CH:10]=[C:11](\[CH3:17])/[CH2:12][OH:13])([C:4]([CH3:7])([CH3:6])[CH3:5])([CH3:3])[CH3:2], predict the reactants needed to synthesize it. (3) Given the product [CH3:22][N:23]1[CH2:28][CH2:27][N:26]([CH:29]2[CH2:34][CH2:33][N:32]([C:2]3[N:7]=[CH:6][C:5]([N+:8]([O-:10])=[O:9])=[CH:4][N:3]=3)[CH2:31][CH2:30]2)[CH2:25][CH2:24]1, predict the reactants needed to synthesize it. The reactants are: Cl[C:2]1[N:7]=[CH:6][C:5]([N+:8]([O-:10])=[O:9])=[CH:4][N:3]=1.C(=O)([O-])[O-].[K+].[K+].CN(C)C=O.[CH3:22][N:23]1[CH2:28][CH2:27][N:26]([CH:29]2[CH2:34][CH2:33][NH:32][CH2:31][CH2:30]2)[CH2:25][CH2:24]1.